Predict which catalyst facilitates the given reaction. From a dataset of Catalyst prediction with 721,799 reactions and 888 catalyst types from USPTO. Reactant: Br[CH:2]([CH2:5][CH3:6])[CH2:3][CH3:4].[CH2:7]([O:11][C:12]1[N:20]=[C:19]2[C:15]([N:16]=[C:17]([O:31]C)[N:18]2[CH2:21][CH2:22][CH2:23][CH2:24][CH:25]2[CH2:30][CH2:29][NH:28][CH2:27][CH2:26]2)=[C:14]([NH2:33])[N:13]=1)[CH2:8][CH2:9][CH3:10].CCN(C(C)C)C(C)C.C(=O)([O-])[O-].[K+].[K+]. Product: [NH2:33][C:14]1[N:13]=[C:12]([O:11][CH2:7][CH2:8][CH2:9][CH3:10])[N:20]=[C:19]2[C:15]=1[NH:16][C:17](=[O:31])[N:18]2[CH2:21][CH2:22][CH2:23][CH2:24][CH:25]1[CH2:30][CH2:29][N:28]([CH:2]([CH2:5][CH3:6])[CH2:3][CH3:4])[CH2:27][CH2:26]1. The catalyst class is: 623.